Dataset: NCI-60 drug combinations with 297,098 pairs across 59 cell lines. Task: Regression. Given two drug SMILES strings and cell line genomic features, predict the synergy score measuring deviation from expected non-interaction effect. (1) Drug 1: CC1=C(N=C(N=C1N)C(CC(=O)N)NCC(C(=O)N)N)C(=O)NC(C(C2=CN=CN2)OC3C(C(C(C(O3)CO)O)O)OC4C(C(C(C(O4)CO)O)OC(=O)N)O)C(=O)NC(C)C(C(C)C(=O)NC(C(C)O)C(=O)NCCC5=NC(=CS5)C6=NC(=CS6)C(=O)NCCC[S+](C)C)O. Drug 2: C1CNP(=O)(OC1)N(CCCl)CCCl. Cell line: NCI-H460. Synergy scores: CSS=51.2, Synergy_ZIP=1.99, Synergy_Bliss=2.28, Synergy_Loewe=-53.2, Synergy_HSA=1.38. (2) Drug 1: CS(=O)(=O)C1=CC(=C(C=C1)C(=O)NC2=CC(=C(C=C2)Cl)C3=CC=CC=N3)Cl. Drug 2: CC1=C(C(=CC=C1)Cl)NC(=O)C2=CN=C(S2)NC3=CC(=NC(=N3)C)N4CCN(CC4)CCO. Cell line: NCI-H322M. Synergy scores: CSS=-0.270, Synergy_ZIP=4.07, Synergy_Bliss=5.41, Synergy_Loewe=3.33, Synergy_HSA=4.23. (3) Drug 1: C1=CC=C(C(=C1)C(C2=CC=C(C=C2)Cl)C(Cl)Cl)Cl. Drug 2: CN1C2=C(C=C(C=C2)N(CCCl)CCCl)N=C1CCCC(=O)O.Cl. Cell line: M14. Synergy scores: CSS=1.00, Synergy_ZIP=1.42, Synergy_Bliss=4.07, Synergy_Loewe=3.55, Synergy_HSA=0.880. (4) Drug 1: CCCCC(=O)OCC(=O)C1(CC(C2=C(C1)C(=C3C(=C2O)C(=O)C4=C(C3=O)C=CC=C4OC)O)OC5CC(C(C(O5)C)O)NC(=O)C(F)(F)F)O. Drug 2: CC(C)NC(=O)C1=CC=C(C=C1)CNNC.Cl. Cell line: KM12. Synergy scores: CSS=68.9, Synergy_ZIP=7.66, Synergy_Bliss=5.54, Synergy_Loewe=4.46, Synergy_HSA=4.22. (5) Drug 1: CC1C(C(CC(O1)OC2CC(OC(C2O)C)OC3=CC4=CC5=C(C(=O)C(C(C5)C(C(=O)C(C(C)O)O)OC)OC6CC(C(C(O6)C)O)OC7CC(C(C(O7)C)O)OC8CC(C(C(O8)C)O)(C)O)C(=C4C(=C3C)O)O)O)O. Drug 2: CC1C(C(CC(O1)OC2CC(CC3=C2C(=C4C(=C3O)C(=O)C5=C(C4=O)C(=CC=C5)OC)O)(C(=O)CO)O)N)O.Cl. Cell line: T-47D. Synergy scores: CSS=40.3, Synergy_ZIP=4.77, Synergy_Bliss=6.62, Synergy_Loewe=1.90, Synergy_HSA=6.62.